Predict the reactants needed to synthesize the given product. From a dataset of Full USPTO retrosynthesis dataset with 1.9M reactions from patents (1976-2016). (1) Given the product [CH3:28][C:9]1[N:8]([CH2:7][C:6]([OH:5])=[O:29])[C:16]2[C:11]([C:10]=1[CH:17]1[C:21]3[CH:22]=[CH:23][CH:24]=[CH:25][C:20]=3[S:19](=[O:27])(=[O:26])[N:18]1[CH2:31][C:32]1[C:33]([C:38]3[CH:43]=[CH:42][CH:41]=[CH:40][CH:39]=3)=[N:34][O:35][C:36]=1[CH3:37])=[CH:12][CH:13]=[CH:14][CH:15]=2, predict the reactants needed to synthesize it. The reactants are: C([O:5][C:6](=[O:29])[CH2:7][N:8]1[C:16]2[C:11](=[CH:12][CH:13]=[CH:14][CH:15]=2)[C:10]([CH:17]2[C:21]3[CH:22]=[CH:23][CH:24]=[CH:25][C:20]=3[S:19](=[O:27])(=[O:26])[NH:18]2)=[C:9]1[CH3:28])(C)(C)C.Cl[CH2:31][C:32]1[C:33]([C:38]2[CH:43]=[CH:42][CH:41]=[CH:40][CH:39]=2)=[N:34][O:35][C:36]=1[CH3:37]. (2) Given the product [O:1]1[CH:5]=[CH:4][C:3]([C:6]([C:8]2[NH:16][C:11]3=[CH:12][N:13]=[CH:14][CH:15]=[C:10]3[CH:9]=2)=[O:7])=[CH:2]1, predict the reactants needed to synthesize it. The reactants are: [O:1]1[CH:5]=[CH:4][C:3]([CH:6]([C:8]2[NH:16][C:11]3=[CH:12][N:13]=[CH:14][CH:15]=[C:10]3[CH:9]=2)[OH:7])=[CH:2]1.